From a dataset of Catalyst prediction with 721,799 reactions and 888 catalyst types from USPTO. Predict which catalyst facilitates the given reaction. (1) Reactant: [Cl:1][C:2]1[C:3]([CH2:28][CH2:29][C:30]2[CH:35]=[CH:34][C:33]([O:36][CH2:37][CH2:38][CH2:39][C:40]([F:43])([F:42])[F:41])=[CH:32][C:31]=2[CH3:44])=[C:4]([C:8]2[N:13]=[C:12]([N:14]3[C:18]([C:19]([F:22])([F:21])[F:20])=[C:17]([C:23]([O:25]CC)=[O:24])[CH:16]=[N:15]3)[CH:11]=[CH:10][CH:9]=2)[CH:5]=[CH:6][CH:7]=1.[OH-].[Na+]. Product: [Cl:1][C:2]1[C:3]([CH2:28][CH2:29][C:30]2[CH:35]=[CH:34][C:33]([O:36][CH2:37][CH2:38][CH2:39][C:40]([F:43])([F:41])[F:42])=[CH:32][C:31]=2[CH3:44])=[C:4]([C:8]2[N:13]=[C:12]([N:14]3[C:18]([C:19]([F:22])([F:21])[F:20])=[C:17]([C:23]([OH:25])=[O:24])[CH:16]=[N:15]3)[CH:11]=[CH:10][CH:9]=2)[CH:5]=[CH:6][CH:7]=1. The catalyst class is: 40. (2) Reactant: Br[C:2]1[CH:3]=[CH:4][C:5]2[O:11][CH2:10][CH2:9][N:8]3[CH:12]=[C:13]([C:15]4[N:19]([CH:20]([CH3:22])[CH3:21])[N:18]=[C:17]([NH2:23])[N:16]=4)[N:14]=[C:7]3[C:6]=2[CH:24]=1.[N:25]1[CH:30]=[C:29](B(O)O)[CH:28]=[N:27][CH:26]=1.C([O-])([O-])=O.[Cs+].[Cs+].O. Product: [CH:20]([N:19]1[C:15]([C:13]2[N:14]=[C:7]3[C:6]4[CH:24]=[C:2]([C:29]5[CH:30]=[N:25][CH:26]=[N:27][CH:28]=5)[CH:3]=[CH:4][C:5]=4[O:11][CH2:10][CH2:9][N:8]3[CH:12]=2)=[N:16][C:17]([NH2:23])=[N:18]1)([CH3:22])[CH3:21]. The catalyst class is: 75. (3) Reactant: [F:1][C:2]([F:38])([F:37])[C:3]1[CH:4]=[C:5]([CH:30]=[C:31]([C:33]([F:36])([F:35])[F:34])[CH:32]=1)[CH2:6][N:7]([C:24]1[N:25]=[N:26][N:27]([CH3:29])[N:28]=1)[C@H:8]1[CH2:14][CH2:13][CH2:12][NH:11][C:10]2[CH:15]=[C:16]([C:20]([F:23])([F:22])[F:21])[C:17]([CH3:19])=[CH:18][C:9]1=2.[C:39](Cl)([Cl:41])=[O:40].C(N(C(C)C)CC)(C)C.C(OCC)(=O)C. Product: [F:38][C:2]([F:37])([F:1])[C:3]1[CH:4]=[C:5]([CH:30]=[C:31]([C:33]([F:36])([F:34])[F:35])[CH:32]=1)[CH2:6][N:7]([C:24]1[N:25]=[N:26][N:27]([CH3:29])[N:28]=1)[C@H:8]1[CH2:14][CH2:13][CH2:12][N:11]([C:39]([Cl:41])=[O:40])[C:10]2[CH:15]=[C:16]([C:20]([F:21])([F:22])[F:23])[C:17]([CH3:19])=[CH:18][C:9]1=2. The catalyst class is: 11.